This data is from NCI-60 drug combinations with 297,098 pairs across 59 cell lines. The task is: Regression. Given two drug SMILES strings and cell line genomic features, predict the synergy score measuring deviation from expected non-interaction effect. (1) Drug 1: C1C(C(OC1N2C=NC(=NC2=O)N)CO)O. Drug 2: C(CCl)NC(=O)N(CCCl)N=O. Cell line: KM12. Synergy scores: CSS=24.4, Synergy_ZIP=-6.02, Synergy_Bliss=-0.599, Synergy_Loewe=3.10, Synergy_HSA=4.04. (2) Drug 1: CCC1=CC2CC(C3=C(CN(C2)C1)C4=CC=CC=C4N3)(C5=C(C=C6C(=C5)C78CCN9C7C(C=CC9)(C(C(C8N6C)(C(=O)OC)O)OC(=O)C)CC)OC)C(=O)OC.C(C(C(=O)O)O)(C(=O)O)O. Drug 2: C1C(C(OC1N2C=NC3=C(N=C(N=C32)Cl)N)CO)O. Cell line: MCF7. Synergy scores: CSS=19.8, Synergy_ZIP=0.198, Synergy_Bliss=1.29, Synergy_Loewe=-11.9, Synergy_HSA=-0.422. (3) Drug 2: CN(CCCl)CCCl.Cl. Cell line: NCI/ADR-RES. Synergy scores: CSS=11.7, Synergy_ZIP=-1.34, Synergy_Bliss=2.60, Synergy_Loewe=-0.650, Synergy_HSA=1.20. Drug 1: C1=CC(=CC=C1CC(C(=O)O)N)N(CCCl)CCCl.Cl. (4) Drug 1: C1=NC(=NC(=O)N1C2C(C(C(O2)CO)O)O)N. Drug 2: COC1=C2C(=CC3=C1OC=C3)C=CC(=O)O2. Cell line: NCI-H322M. Synergy scores: CSS=29.0, Synergy_ZIP=-8.53, Synergy_Bliss=1.84, Synergy_Loewe=-11.5, Synergy_HSA=1.16. (5) Drug 2: C1CC(CCC1OC2=C(C(=CC=C2)Cl)F)(CC3=NC(=CC=C3)NC4=NC=CS4)C(=O)O. Cell line: HCT116. Synergy scores: CSS=52.5, Synergy_ZIP=2.56, Synergy_Bliss=1.66, Synergy_Loewe=1.65, Synergy_HSA=6.40. Drug 1: C1CC2CC3=C(CC1C24CN(S(=O)(=O)N4)CC(F)(F)F)C=CC(=C3)C=CCN5CCC(CC5)C(F)(F)F. (6) Drug 1: CC1C(C(CC(O1)OC2CC(CC3=C2C(=C4C(=C3O)C(=O)C5=C(C4=O)C(=CC=C5)OC)O)(C(=O)CO)O)N)O.Cl. Drug 2: CC1=CC2C(CCC3(C2CCC3(C(=O)C)OC(=O)C)C)C4(C1=CC(=O)CC4)C. Cell line: HT29. Synergy scores: CSS=11.1, Synergy_ZIP=5.87, Synergy_Bliss=12.4, Synergy_Loewe=9.48, Synergy_HSA=10.7. (7) Drug 1: C(=O)(N)NO. Drug 2: CCC1(CC2CC(C3=C(CCN(C2)C1)C4=CC=CC=C4N3)(C5=C(C=C6C(=C5)C78CCN9C7C(C=CC9)(C(C(C8N6C)(C(=O)OC)O)OC(=O)C)CC)OC)C(=O)OC)O.OS(=O)(=O)O. Cell line: HOP-62. Synergy scores: CSS=-9.92, Synergy_ZIP=13.4, Synergy_Bliss=13.7, Synergy_Loewe=-1.08, Synergy_HSA=-3.86. (8) Drug 1: COCCOC1=C(C=C2C(=C1)C(=NC=N2)NC3=CC=CC(=C3)C#C)OCCOC.Cl. Drug 2: CC1C(C(CC(O1)OC2CC(CC3=C2C(=C4C(=C3O)C(=O)C5=C(C4=O)C(=CC=C5)OC)O)(C(=O)CO)O)N)O.Cl. Cell line: A498. Synergy scores: CSS=78.7, Synergy_ZIP=5.16, Synergy_Bliss=5.08, Synergy_Loewe=11.1, Synergy_HSA=12.1. (9) Drug 1: CCC(=C(C1=CC=CC=C1)C2=CC=C(C=C2)OCCN(C)C)C3=CC=CC=C3.C(C(=O)O)C(CC(=O)O)(C(=O)O)O. Drug 2: C(CCl)NC(=O)N(CCCl)N=O. Cell line: HL-60(TB). Synergy scores: CSS=0.690, Synergy_ZIP=-1.57, Synergy_Bliss=0.331, Synergy_Loewe=-2.94, Synergy_HSA=-2.17. (10) Drug 1: C1=C(C(=O)NC(=O)N1)N(CCCl)CCCl. Drug 2: CCC1(CC2CC(C3=C(CCN(C2)C1)C4=CC=CC=C4N3)(C5=C(C=C6C(=C5)C78CCN9C7C(C=CC9)(C(C(C8N6C=O)(C(=O)OC)O)OC(=O)C)CC)OC)C(=O)OC)O.OS(=O)(=O)O. Cell line: HCC-2998. Synergy scores: CSS=34.4, Synergy_ZIP=0.196, Synergy_Bliss=3.35, Synergy_Loewe=-6.88, Synergy_HSA=3.16.